This data is from Forward reaction prediction with 1.9M reactions from USPTO patents (1976-2016). The task is: Predict the product of the given reaction. Given the reactants Cl.[C:2]([O:6][C:7](=[O:11])[C@H:8]([CH3:10])[NH2:9])([CH3:5])([CH3:4])[CH3:3].C(N(C(C)C)CC)(C)C.[CH:21](OCC)=[O:22], predict the reaction product. The product is: [C:2]([O:6][C:7](=[O:11])[C@@H:8]([NH:9][CH:21]=[O:22])[CH3:10])([CH3:5])([CH3:4])[CH3:3].